This data is from Catalyst prediction with 721,799 reactions and 888 catalyst types from USPTO. The task is: Predict which catalyst facilitates the given reaction. (1) Reactant: [CH2:1]([O:3][C:4](=[O:16])[C:5]([C:7]1[CH:12]=[CH:11][C:10]([N+:13]([O-])=O)=[CH:9][CH:8]=1)=[O:6])[CH3:2]. Product: [CH2:1]([O:3][C:4](=[O:16])[C:5]([C:7]1[CH:12]=[CH:11][C:10]([NH2:13])=[CH:9][CH:8]=1)=[O:6])[CH3:2]. The catalyst class is: 29. (2) Reactant: Cl[C:2]1[C:7]([N+:8]([O-:10])=[O:9])=[CH:6][CH:5]=[CH:4][C:3]=1[N+:11]([O-:13])=[O:12].[CH3:14][O-:15].[Na+]. Product: [N+:11]([C:3]1[CH:4]=[CH:5][CH:6]=[C:7]([N+:8]([O-:10])=[O:9])[C:2]=1[O:15][CH3:14])([O-:13])=[O:12]. The catalyst class is: 24. (3) Reactant: [Mg].[CH3:2][O:3][C:4]1[CH:5]=[C:6]([CH:9]=[CH:10][CH:11]=1)[CH2:7]Cl.[CH3:12][O:13][C:14]1[CH:15]=[C:16]([CH:20]=[CH:21][CH:22]=1)[CH2:17][Mg]Cl.[C:23](=[C:26]([C:32]([O:34][CH2:35][CH3:36])=[O:33])[C:27]([O:29][CH2:30][CH3:31])=[O:28])([CH3:25])[CH3:24].Cl. Product: [CH3:2][O:3][C:4]1[CH:5]=[C:6]2[C:9](=[CH:10][CH:11]=1)[C:14](=[O:13])[CH2:15][C:16]([CH3:20])([CH3:17])[CH2:7]2.[CH2:30]([O:29][C:27](=[O:28])[CH:26]([C:23]([CH3:24])([CH3:25])[CH2:17][C:16]1[CH:20]=[CH:21][CH:22]=[C:14]([O:13][CH3:12])[CH:15]=1)[C:32]([O:34][CH2:35][CH3:36])=[O:33])[CH3:31]. The catalyst class is: 27. (4) Reactant: C(C1[N:8]=[CH:7][C:6]([NH:9][S:10]([CH3:13])(=[O:12])=[O:11])=[CH:5][CH:4]=1)#N.C([O:16][CH2:17][CH3:18])C.[CH3:19][Mg]Br. Product: [C:17]([C:18]1[N:8]=[CH:7][C:6]([NH:9][S:10]([CH3:13])(=[O:12])=[O:11])=[CH:5][CH:4]=1)(=[O:16])[CH3:19]. The catalyst class is: 7. (5) Reactant: C[O:2][C:3]1[CH:4]=[CH:5][CH:6]=[C:7]2[C:12]=1[N:11]=[CH:10][C:9]([CH3:13])=[CH:8]2.C(=O)([O-])[O-].[Na+].[Na+]. Product: [CH3:13][C:9]1[CH:10]=[N:11][C:12]2[C:7]([CH:8]=1)=[CH:6][CH:5]=[CH:4][C:3]=2[OH:2]. The catalyst class is: 201. (6) Reactant: [CH3:1][S:2]([C:5]1[CH:10]=[CH:9][C:8]([C:11]([C:19]2[NH:27][C:22]3=[N:23][CH:24]=[CH:25][CH:26]=[C:21]3[CH:20]=2)=[CH:12][C@@H:13]2[CH2:18][CH2:17][CH2:16][CH2:15][O:14]2)=[CH:7][CH:6]=1)(=[O:4])=[O:3]. Product: [CH3:1][S:2]([C:5]1[CH:6]=[CH:7][C:8]([CH:11]([C:19]2[NH:27][C:22]3=[N:23][CH:24]=[CH:25][CH:26]=[C:21]3[CH:20]=2)[CH2:12][CH:13]2[CH2:18][CH2:17][CH2:16][CH2:15][O:14]2)=[CH:9][CH:10]=1)(=[O:3])=[O:4]. The catalyst class is: 43. (7) Reactant: [C:1]([C:5]1[CH:10]=[CH:9][C:8]([C:11]2[CH:16]=[CH:15][CH:14]=[C:13]([C:17]3[NH:18][C:19]4[CH:29]=[CH:28][C:27]5[C:22](=[C:23]([OH:33])[CH:24]=[C:25]([C:30](O)=[O:31])[CH:26]=5)[C:20]=4[N:21]=3)[CH:12]=2)=[CH:7][CH:6]=1)([CH3:4])([CH3:3])[CH3:2].Cl.C([O:39][C:40](=[O:50])[C@H:41]([CH2:43][C:44]1[CH:49]=[CH:48][CH:47]=[CH:46][CH:45]=1)[NH2:42])(C)(C)C.Cl.C(N=C=NCCCN(C)C)C.C(N(CC)CC)C. The catalyst class is: 35. Product: [C:1]([C:5]1[CH:6]=[CH:7][C:8]([C:11]2[CH:16]=[CH:15][CH:14]=[C:13]([C:17]3[NH:18][C:19]4[CH:29]=[CH:28][C:27]5[C:22](=[C:23]([OH:33])[CH:24]=[C:25]([C:30]([NH:42][C@@H:41]([CH2:43][C:44]6[CH:49]=[CH:48][CH:47]=[CH:46][CH:45]=6)[C:40]([OH:50])=[O:39])=[O:31])[CH:26]=5)[C:20]=4[N:21]=3)[CH:12]=2)=[CH:9][CH:10]=1)([CH3:4])([CH3:2])[CH3:3].